This data is from Full USPTO retrosynthesis dataset with 1.9M reactions from patents (1976-2016). The task is: Predict the reactants needed to synthesize the given product. (1) Given the product [NH2:16][C:17]1[C:18]2[C:25]([C:26]3[CH:27]=[CH:28][C:29]([O:32][C:33]4[CH:38]=[CH:37][CH:36]=[CH:35][CH:34]=4)=[CH:30][CH:31]=3)=[CH:24][N:23]([CH:39]3[CH2:40][CH2:41][C:42]([CH2:2][C:1]#[N:4])([OH:45])[CH2:43][CH2:44]3)[C:19]=2[N:20]=[CH:21][N:22]=1, predict the reactants needed to synthesize it. The reactants are: [CH:1]([NH:4]C(C)C)(C)[CH3:2].C([Li])CCC.C(#N)C.[NH2:16][C:17]1[C:18]2[C:25]([C:26]3[CH:31]=[CH:30][C:29]([O:32][C:33]4[CH:38]=[CH:37][CH:36]=[CH:35][CH:34]=4)=[CH:28][CH:27]=3)=[CH:24][N:23]([CH:39]3[CH2:44][CH2:43][C:42](=[O:45])[CH2:41][CH2:40]3)[C:19]=2[N:20]=[CH:21][N:22]=1. (2) Given the product [F:38][C:32]1[CH:33]=[C:34]([F:37])[CH:35]=[CH:36][C:31]=1[NH:30][C:28](=[O:29])[N:27]([CH2:26][CH2:25][C:21]1[CH:20]=[C:19]([NH:18][C:15]([CH3:17])([CH3:16])[C:14]([OH:46])=[O:13])[CH:24]=[CH:23][CH:22]=1)[CH2:39][CH2:40][CH2:41][CH2:42][CH2:43][CH2:44][CH3:45], predict the reactants needed to synthesize it. The reactants are: FC(F)(F)S(O)(=O)=O.C([O:13][C:14](=[O:46])[C:15]([NH:18][C:19]1[CH:24]=[CH:23][CH:22]=[C:21]([CH2:25][CH2:26][N:27]([CH2:39][CH2:40][CH2:41][CH2:42][CH2:43][CH2:44][CH3:45])[C:28]([NH:30][C:31]2[CH:36]=[CH:35][C:34]([F:37])=[CH:33][C:32]=2[F:38])=[O:29])[CH:20]=1)([CH3:17])[CH3:16])(C)(C)C.C(Cl)Cl.[OH-].[Na+]. (3) Given the product [O:3]1[C:8]2=[CH:9][CH:10]=[CH:11][C:7]2=[CH:6][C:5]([CH:12]2[CH2:17][CH2:16][CH2:15][CH2:14][N:13]2[CH2:18][CH2:19][C@H:20]2[CH2:21][CH2:22][C@H:23]([NH:26][CH:27]=[O:28])[CH2:24][CH2:25]2)=[CH:4]1, predict the reactants needed to synthesize it. The reactants are: Cl.Cl.[O:3]1[C:8]2=[CH:9][CH:10]=[CH:11][C:7]2=[CH:6][C:5]([CH:12]2[CH2:17][CH2:16][CH2:15][CH2:14][N:13]2[CH2:18][CH2:19][C@H:20]2[CH2:25][CH2:24][C@H:23]([NH2:26])[CH2:22][CH2:21]2)=[CH:4]1.[CH:27](O)=[O:28]. (4) Given the product [CH3:1][N:2]1[CH2:7][CH2:6][N:5]([CH2:8][C:9]2[CH:16]=[CH:15][C:12]([C:23](=[O:22])[CH3:24])=[CH:11][CH:10]=2)[CH2:4][CH2:3]1, predict the reactants needed to synthesize it. The reactants are: [CH3:1][N:2]1[CH2:7][CH2:6][N:5]([CH2:8][C:9]2[CH:16]=[CH:15][C:12](C#N)=[CH:11][CH:10]=2)[CH2:4][CH2:3]1.C[Mg]Br.CC[O:22][CH2:23][CH3:24].Cl. (5) The reactants are: Br[C:2]1[CH:3]=[N:4][C:5]2[C:10]([CH:11]=1)=[CH:9][C:8]([CH:12]([CH3:18])[C:13]([O:15][CH2:16][CH3:17])=[O:14])=[CH:7][CH:6]=2.[CH3:19][N:20]1[CH:24]=[C:23](B2OC(C)(C)C(C)(C)O2)[CH:22]=[N:21]1. Given the product [CH2:16]([O:15][C:13](=[O:14])[CH:12]([C:8]1[CH:9]=[C:10]2[C:5](=[CH:6][CH:7]=1)[N:4]=[CH:3][C:2]([C:23]1[CH:22]=[N:21][N:20]([CH3:19])[CH:24]=1)=[CH:11]2)[CH3:18])[CH3:17], predict the reactants needed to synthesize it. (6) Given the product [CH2:1]([N:8]1[CH2:13][CH2:12][NH:11][C@H:10]([CH2:15][C:16]2[CH:17]=[CH:18][C:19]([F:22])=[CH:20][CH:21]=2)[CH2:9]1)[C:2]1[CH:3]=[CH:4][CH:5]=[CH:6][CH:7]=1, predict the reactants needed to synthesize it. The reactants are: [CH2:1]([N:8]1[CH2:13][C:12](=O)[NH:11][C@H:10]([CH2:15][C:16]2[CH:21]=[CH:20][C:19]([F:22])=[CH:18][CH:17]=2)[C:9]1=O)[C:2]1[CH:7]=[CH:6][CH:5]=[CH:4][CH:3]=1.C1COCC1.[H-].[Al+3].[Li+].[H-].[H-].[H-].[OH-].[Na+]. (7) Given the product [NH:1]([C:9]([O:11][CH2:12][C:13]1[CH:18]=[CH:17][CH:16]=[CH:15][CH:14]=1)=[O:10])[C@H:2]([C:6]([NH:34][C@H:35]([C:40]([OH:42])=[O:41])[CH2:36][C:37](=[O:38])[O:39][C:31]([CH3:33])([CH3:32])[CH3:30])=[O:8])[CH:3]([CH3:4])[CH3:5], predict the reactants needed to synthesize it. The reactants are: [NH:1]([C:9]([O:11][CH2:12][C:13]1[CH:18]=[CH:17][CH:16]=[CH:15][CH:14]=1)=[O:10])[C@H:2]([C:6]([OH:8])=O)[CH:3]([CH3:5])[CH3:4].CN1CCOCC1.ClC(O[CH2:30][CH:31]([CH3:33])[CH3:32])=O.[NH2:34][C@H:35]([C:40]([OH:42])=[O:41])[CH2:36][C:37](=[O:39])[OH:38]. (8) The reactants are: [C:1]([C:4]1[C:5]([O:21][CH2:22][C:23]23[CH2:32][CH:27]4[CH2:28][CH:29]([CH2:31][CH:25]([CH2:26]4)[CH2:24]2)[CH2:30]3)=[CH:6][C:7]([F:20])=[C:8]([CH:19]=1)[C:9]([NH:11][S:12]([N:15]1[CH2:18][CH2:17][CH2:16]1)(=[O:14])=[O:13])=[O:10])(=[O:3])[CH3:2].[CH3:33][Mg]Br.Cl. Given the product [C:23]12([CH2:22][O:21][C:5]3[C:4]([C:1]([OH:3])([CH3:33])[CH3:2])=[CH:19][C:8]([C:9]([NH:11][S:12]([N:15]4[CH2:18][CH2:17][CH2:16]4)(=[O:14])=[O:13])=[O:10])=[C:7]([F:20])[CH:6]=3)[CH2:24][CH:25]3[CH2:26][CH:27]([CH2:28][CH:29]([CH2:31]3)[CH2:30]1)[CH2:32]2, predict the reactants needed to synthesize it.